This data is from Peptide-MHC class I binding affinity with 185,985 pairs from IEDB/IMGT. The task is: Regression. Given a peptide amino acid sequence and an MHC pseudo amino acid sequence, predict their binding affinity value. This is MHC class I binding data. (1) The peptide sequence is SAVVDNKLK. The MHC is HLA-A11:01 with pseudo-sequence HLA-A11:01. The binding affinity (normalized) is 0.424. (2) The peptide sequence is FLRKNQRAL. The MHC is HLA-A68:02 with pseudo-sequence HLA-A68:02. The binding affinity (normalized) is 0.0847. (3) The peptide sequence is LLVISGLFPV. The MHC is HLA-A02:06 with pseudo-sequence HLA-A02:06. The binding affinity (normalized) is 0.988. (4) The peptide sequence is FIAFLRFLA. The MHC is HLA-A68:02 with pseudo-sequence HLA-A68:02. The binding affinity (normalized) is 0.999. (5) The peptide sequence is TRQQTSFPF. The MHC is HLA-B40:01 with pseudo-sequence HLA-B40:01. The binding affinity (normalized) is 0.213. (6) The peptide sequence is KGSRAIWYMW. The MHC is HLA-B58:01 with pseudo-sequence HLA-B58:01. The binding affinity (normalized) is 0.954. (7) The peptide sequence is IEFIEVVRL. The MHC is HLA-A02:06 with pseudo-sequence HLA-A02:06. The binding affinity (normalized) is 0.128.